Predict the reaction yield, written as a fraction of the theoretical maximum amount of product (1.0 means a 100% yield; for example, 0.34 means a 34% yield). From a dataset of Reaction yield outcomes from USPTO patents with 853,638 reactions. The reactants are C([CH:3]([O-])[CH:4]=[CH:5][C:6]1[NH:7][C:8]2[C:13]([CH:14]=1)=[CH:12][C:11]([O:15][CH3:16])=[CH:10][CH:9]=2)C.[H-].[H-].[H-].[H-].[Li+].[Al+3].C[OH:25]. The catalyst is C1COCC1.CCOC(C)=O.[Pd]. The product is [OH:25][CH:4]([CH3:3])[CH2:5][C:6]1[NH:7][C:8]2[C:13]([CH:14]=1)=[CH:12][C:11]([O:15][CH3:16])=[CH:10][CH:9]=2. The yield is 0.410.